Dataset: Peptide-MHC class I binding affinity with 185,985 pairs from IEDB/IMGT. Task: Regression. Given a peptide amino acid sequence and an MHC pseudo amino acid sequence, predict their binding affinity value. This is MHC class I binding data. (1) The peptide sequence is FLMVLLIPEP. The MHC is HLA-A02:17 with pseudo-sequence HLA-A02:17. The binding affinity (normalized) is 0.0102. (2) The peptide sequence is GRRGWEALKY. The MHC is HLA-B44:03 with pseudo-sequence HLA-B44:03. The binding affinity (normalized) is 0.0347. (3) The peptide sequence is IPVSTNGKI. The MHC is HLA-B40:01 with pseudo-sequence HLA-B40:01. The binding affinity (normalized) is 0.0847. (4) The peptide sequence is RYRMRHLSK. The MHC is HLA-B27:05 with pseudo-sequence HLA-B27:05. The binding affinity (normalized) is 0.223. (5) The peptide sequence is WEITYLGTT. The MHC is HLA-A01:01 with pseudo-sequence HLA-A01:01. The binding affinity (normalized) is 0.0847. (6) The peptide sequence is DSDPMDGCE. The MHC is HLA-A24:03 with pseudo-sequence HLA-A24:03. The binding affinity (normalized) is 0.0847. (7) The peptide sequence is SYLKPHIFE. The MHC is HLA-A26:03 with pseudo-sequence HLA-A26:03. The binding affinity (normalized) is 0.0847. (8) The binding affinity (normalized) is 0.820. The MHC is HLA-A02:01 with pseudo-sequence HLA-A02:01. The peptide sequence is LLAGFMAYMI. (9) The peptide sequence is VLTHVKIND. The MHC is H-2-Ld with pseudo-sequence H-2-Ld. The binding affinity (normalized) is 0.